From a dataset of Reaction yield outcomes from USPTO patents with 853,638 reactions. Predict the reaction yield, written as a fraction of the theoretical maximum amount of product (1.0 means a 100% yield; for example, 0.34 means a 34% yield). (1) The reactants are [OH:1][C:2]1[CH:3]=[C:4]2[C:9](=[CH:10][CH:11]=1)[CH:8]=[C:7]([CH2:12][N:13]([CH3:30])[C:14]([C:16]1[CH:17]=[N:18][N:19]([C:24]3[CH:29]=[CH:28][CH:27]=[CH:26][CH:25]=3)[C:20]=1[CH2:21][CH2:22][CH3:23])=[O:15])[CH:6]=[CH:5]2.[Br:31]Br. The catalyst is C(O)(=O)C. The product is [Br:31][C:3]1[C:2]([OH:1])=[CH:11][CH:10]=[C:9]2[C:4]=1[CH:5]=[CH:6][C:7]([CH2:12][N:13]([CH3:30])[C:14]([C:16]1[CH:17]=[N:18][N:19]([C:24]3[CH:25]=[CH:26][CH:27]=[CH:28][CH:29]=3)[C:20]=1[CH2:21][CH2:22][CH3:23])=[O:15])=[CH:8]2. The yield is 0.985. (2) The reactants are [CH3:1][CH:2]1[CH:6]2[C:7]([NH:9][CH:10]=[C:11]([CH3:12])[CH:5]2[CH2:4][CH2:3]1)=[O:8].[C:13]1([Bi]([C:13]2[CH:18]=[CH:17][CH:16]=[CH:15][CH:14]=2)[C:13]2[CH:18]=[CH:17][CH:16]=[CH:15][CH:14]=2)[CH:18]=[CH:17][CH:16]=[CH:15][CH:14]=1.C(N(CC)CC)C. The catalyst is ClCCl.C([O-])(=O)C.[Cu+2].C([O-])(=O)C. The product is [CH3:12][C:11]1[C@H:5]2[CH2:4][CH2:3][C@H:2]([CH3:1])[C@H:6]2[C:7](=[O:8])[N:9]([C:13]2[CH:18]=[CH:17][CH:16]=[CH:15][CH:14]=2)[CH:10]=1. The yield is 0.600.